From a dataset of Reaction yield outcomes from USPTO patents with 853,638 reactions. Predict the reaction yield, written as a fraction of the theoretical maximum amount of product (1.0 means a 100% yield; for example, 0.34 means a 34% yield). (1) The reactants are [NH2-].[Na+].[C:3]1([C:9]2[N:10]=[C:11]([CH2:14][C:15]#[N:16])[S:12][CH:13]=2)[CH:8]=[CH:7][CH:6]=[CH:5][CH:4]=1.Cl.Cl[CH2:19][CH2:20][N:21]([CH2:23][CH2:24]Cl)[CH3:22].N. The catalyst is C1(C)C=CC=CC=1.O. The product is [CH3:22][N:21]1[CH2:23][CH2:24][C:14]([C:11]2[S:12][CH:13]=[C:9]([C:3]3[CH:4]=[CH:5][CH:6]=[CH:7][CH:8]=3)[N:10]=2)([C:15]#[N:16])[CH2:19][CH2:20]1. The yield is 0.170. (2) The reactants are [Cl-].[Al+3].[Cl-].[Cl-].[H-].[Al+3].[Li+].[H-].[H-].[H-].[Cl:11][C:12]1[CH:13]=[CH:14][C:15]2[O:26][C:25]3[CH:27]=[CH:28][CH:29]=[CH:30][C:24]=3[C@H:18]3[C:19](=O)[N:20]([CH3:22])[CH2:21][C@@H:17]3[C:16]=2[CH:31]=1.C(C(C(C([O-])=O)O)O)([O-])=O.[Na+].[Na+]. The catalyst is O1CCCC1. The product is [Cl:11][C:12]1[CH:13]=[CH:14][C:15]2[O:26][C:25]3[CH:27]=[CH:28][CH:29]=[CH:30][C:24]=3[C@H:18]3[CH2:19][N:20]([CH3:22])[CH2:21][C@@H:17]3[C:16]=2[CH:31]=1. The yield is 0.940. (3) The reactants are [CH3:1][O:2][C:3]([CH:5]1[CH2:10][CH2:9][O:8][CH2:7][CH2:6]1)=[O:4].C([N-]C(C)C)(C)C.[Li+].[CH3:19][O:20][CH2:21]Cl.[Cl-].[NH4+]. The catalyst is O1CCCC1.CCCCCC.CCCCCCC.C(C1C=CC=CC=1)C. The product is [CH3:1][O:2][C:3]([C:5]1([CH2:19][O:20][CH3:21])[CH2:10][CH2:9][O:8][CH2:7][CH2:6]1)=[O:4]. The yield is 0.324.